From a dataset of Reaction yield outcomes from USPTO patents with 853,638 reactions. Predict the reaction yield, written as a fraction of the theoretical maximum amount of product (1.0 means a 100% yield; for example, 0.34 means a 34% yield). (1) The reactants are [Cl:1][C:2]1[CH:17]=[CH:16][C:5]([CH2:6][NH:7][C:8]2[N:13]=[CH:12][C:11]([CH:14]=[O:15])=[CH:10][CH:9]=2)=[CH:4][CH:3]=1.[C:18]([O:22][C:23](O[C:23]([O:22][C:18]([CH3:21])([CH3:20])[CH3:19])=[O:24])=[O:24])([CH3:21])([CH3:20])[CH3:19].C(N(CC)C(C)C)(C)C. The catalyst is O1CCCC1.CN(C)C1C=CN=CC=1. The product is [C:18]([O:22][C:23](=[O:24])[N:7]([CH2:6][C:5]1[CH:16]=[CH:17][C:2]([Cl:1])=[CH:3][CH:4]=1)[C:8]1[CH:9]=[CH:10][C:11]([CH:14]=[O:15])=[CH:12][N:13]=1)([CH3:21])([CH3:20])[CH3:19]. The yield is 0.840. (2) The reactants are [OH-].[Na+].C[O:4][C:5]([C:7]1[N:8]=[C:9]2[C:14]([C:15]([F:18])([F:17])[F:16])=[CH:13][C:12]([C:19]3[CH:20]=[N:21][NH:22][CH:23]=3)=[CH:11][N:10]2[C:24]=1[C:25]1[CH:26]=[N:27][NH:28][CH:29]=1)=[O:6].C(O)(=O)CC(CC(O)=O)(C(O)=O)O. The catalyst is C1COCC1. The product is [NH:27]1[CH:26]=[C:25]([C:24]2[N:10]3[CH:11]=[C:12]([C:19]4[CH:20]=[N:21][NH:22][CH:23]=4)[CH:13]=[C:14]([C:15]([F:16])([F:17])[F:18])[C:9]3=[N:8][C:7]=2[C:5]([OH:6])=[O:4])[CH:29]=[N:28]1. The yield is 0.720. (3) The reactants are [NH2:1][C:2]1[N:7]=[CH:6][N:5]=[C:4]2[N:8]([CH:12]([C:14]3[CH:21]=[C:20]([Cl:22])[C:17]([C:18]#[N:19])=[C:16]([CH:23]4[CH2:26][NH:25][CH2:24]4)[C:15]=3[O:27][CH2:28][CH3:29])[CH3:13])[N:9]=[C:10]([CH3:11])[C:3]=12.C=O.[C:32]([BH3-])#N.[Na+]. The catalyst is CO. The product is [NH2:1][C:2]1[N:7]=[CH:6][N:5]=[C:4]2[N:8]([CH:12]([C:14]3[CH:21]=[C:20]([Cl:22])[C:17]([C:18]#[N:19])=[C:16]([CH:23]4[CH2:24][N:25]([CH3:32])[CH2:26]4)[C:15]=3[O:27][CH2:28][CH3:29])[CH3:13])[N:9]=[C:10]([CH3:11])[C:3]=12. The yield is 0.500. (4) The reactants are [NH2:1][C@@H:2]([CH:6]1[CH2:11][CH2:10][O:9][CH2:8][CH2:7]1)[C:3]([OH:5])=[O:4].C(=O)(O)[O-].[Na+].Cl[C:18]([O:20][CH3:21])=[O:19].Cl. No catalyst specified. The product is [CH3:21][O:20][C:18]([NH:1][C@@H:2]([CH:6]1[CH2:7][CH2:8][O:9][CH2:10][CH2:11]1)[C:3]([OH:5])=[O:4])=[O:19]. The yield is 0.990.